Dataset: Forward reaction prediction with 1.9M reactions from USPTO patents (1976-2016). Task: Predict the product of the given reaction. (1) Given the reactants [Cl:1][C:2]1[CH:10]=[C:9]2[C:5]([C:6]([C:11]([N:13]3[CH2:18][CH2:17][C:16]4([C:22]5[CH:23]=[CH:24][CH:25]=[CH:26][C:21]=5[C:20](=[O:27])[O:19]4)[CH2:15][CH2:14]3)=[O:12])=[CH:7][NH:8]2)=[CH:4][CH:3]=1.Br[CH2:29][CH2:30][CH:31]1[CH2:36][CH2:35][O:34][CH2:33][CH2:32]1, predict the reaction product. The product is: [Cl:1][C:2]1[CH:10]=[C:9]2[C:5]([C:6]([C:11]([N:13]3[CH2:18][CH2:17][C:16]4([C:22]5[CH:23]=[CH:24][CH:25]=[CH:26][C:21]=5[C:20](=[O:27])[O:19]4)[CH2:15][CH2:14]3)=[O:12])=[CH:7][N:8]2[CH2:29][CH2:30][CH:31]2[CH2:36][CH2:35][O:34][CH2:33][CH2:32]2)=[CH:4][CH:3]=1. (2) Given the reactants [CH:1]12[CH2:7][CH:4]([CH2:5][CH2:6]1)[C:3](=O)[C:2]2=O.COP([CH2:16][C:17]([C:19]1[CH:24]=[CH:23][C:22]([F:25])=[CH:21][C:20]=1[CH3:26])=O)(=O)OC.O.[NH2:28][NH2:29], predict the reaction product. The product is: [F:25][C:22]1[CH:23]=[CH:24][C:19]([C:17]2[N:28]=[N:29][C:2]3[CH:1]4[CH2:7][CH:4]([C:3]=3[CH:16]=2)[CH2:5][CH2:6]4)=[C:20]([CH3:26])[CH:21]=1. (3) Given the reactants [CH2:1]([N:8]1[C:12]([CH3:13])=[CH:11][C:10]([CH3:14])=[N:9]1)[C:2]1[CH:7]=[CH:6][CH:5]=[CH:4][CH:3]=1.P(Cl)(Cl)(Cl)=O.[OH-].[Na+].CN(C)[CH:24]=[O:25], predict the reaction product. The product is: [CH2:1]([N:8]1[C:12]([CH3:13])=[C:11]([CH:24]=[O:25])[C:10]([CH3:14])=[N:9]1)[C:2]1[CH:3]=[CH:4][CH:5]=[CH:6][CH:7]=1. (4) Given the reactants [NH2:1][C:2]1[CH:3]=[C:4]([CH:9]=[CH:10][C:11]=1[F:12])[C:5]([O:7]C)=O.[CH2:13]([NH2:20])[C:14]1[CH:19]=[CH:18][CH:17]=[CH:16][CH:15]=1.N1CCCN2CCCN=C12.BrC1C=CC2N(N=CC=2C(NC2C=C(C(=O)NCC3C=CC=CC=3N3CCN(C)CC3)C=CC=2C)=O)C=1, predict the reaction product. The product is: [NH2:1][C:2]1[CH:3]=[C:4]([CH:9]=[CH:10][C:11]=1[F:12])[C:5]([NH:20][CH2:13][C:14]1[CH:19]=[CH:18][CH:17]=[CH:16][CH:15]=1)=[O:7]. (5) Given the reactants [CH3:1][N:2]1[S:11](=[O:13])(=[O:12])[C:10]2[CH:9]=[CH:8][CH:7]=[CH:6][C:5]=2[C:4]([OH:14])=[C:3]1[C:15]([NH:17][C:18]1[CH:19]=[CH:20][CH:21]=[CH:22][N:23]=1)=[O:16].[CH2:24]([OH:100])[C@H:25]1[O:30][C@@H:29]2[O:31][C@H:32]3[C@H:37]([OH:38])[C@@H:36]([OH:39])[C@@H:35]([O:40][C@H:41]4[C@H:46]([OH:47])[C@@H:45]([OH:48])[C@@H:44]([O:49][C@H:50]5[C@H:55]([OH:56])[C@@H:54]([OH:57])[C@@H:53]([O:58][C@H:59]6[C@H:64]([OH:65])[C@@H:63]([OH:66])[C@@H:62]([O:67][C@H:68]7[C@H:73]([OH:74])[C@@H:72]([OH:75])[C@@H:71]([O:76][C@H:77]8[C@H:83]([OH:84])[C@@H:82]([OH:85])[C@@H:80]([O:81][C@H:26]1[C@H:27]([OH:99])[C@H:28]2[OH:98])[O:79][C@@H:78]8[CH2:86][OH:87])[O:70][C@@H:69]7[CH2:88][OH:89])[O:61][C@@H:60]6[CH2:90][OH:91])[O:52][C@@H:51]5[CH2:92][OH:93])[O:43][C@@H:42]4[CH2:94][OH:95])[O:34][C@@H:33]3[CH2:96][OH:97].[NH2:101][C@H:102]([C:110]([OH:112])=[O:111])[CH2:103][CH2:104][CH2:105][NH:106][C:107](=[NH:109])[NH2:108].C(=O)=O, predict the reaction product. The product is: [CH3:1][N:2]1[S:11](=[O:13])(=[O:12])[C:10]2[CH:9]=[CH:8][CH:7]=[CH:6][C:5]=2[C:4]([OH:14])=[C:3]1[C:15]([NH:17][C:18]1[CH:19]=[CH:20][CH:21]=[CH:22][N:23]=1)=[O:16].[CH2:90]([OH:91])[C@H:60]1[O:61][C@@H:62]2[O:67][C@H:68]3[C@H:73]([OH:74])[C@@H:72]([OH:75])[C@@H:71]([O:76][C@H:77]4[C@H:83]([OH:84])[C@@H:82]([OH:85])[C@@H:80]([O:81][C@H:26]5[C@H:27]([OH:99])[C@@H:28]([OH:98])[C@@H:29]([O:31][C@H:32]6[C@H:37]([OH:38])[C@@H:36]([OH:39])[C@@H:35]([O:40][C@H:41]7[C@H:46]([OH:47])[C@@H:45]([OH:48])[C@@H:44]([O:49][C@H:50]8[C@H:55]([OH:56])[C@@H:54]([OH:57])[C@@H:53]([O:58][C@H:59]1[C@H:64]([OH:65])[C@H:63]2[OH:66])[O:52][C@@H:51]8[CH2:92][OH:93])[O:43][C@@H:42]7[CH2:94][OH:95])[O:34][C@@H:33]6[CH2:96][OH:97])[O:30][C@@H:25]5[CH2:24][OH:100])[O:79][C@@H:78]4[CH2:86][OH:87])[O:70][C@@H:69]3[CH2:88][OH:89].[NH2:101][C@H:102]([C:110]([OH:112])=[O:111])[CH2:103][CH2:104][CH2:105][NH:106][C:107](=[NH:108])[NH2:109]. (6) The product is: [Br:11][C:9]1[CH:10]=[C:5]([CH2:4][C:3]([OH:25])=[O:2])[CH:6]=[C:7]([Br:24])[C:8]=1[O:12][C:13]1[CH:14]=[C:15]([CH:21]([CH3:23])[CH3:22])[C:16]([O:19][CH3:20])=[CH:17][C:18]=1[CH:32]([C:31]1[CH:35]=[CH:36][CH:37]=[C:29]([CH:26]([CH3:28])[CH3:27])[CH:30]=1)[OH:33]. Given the reactants C[O:2][C:3](=[O:25])[CH2:4][C:5]1[CH:10]=[C:9]([Br:11])[C:8]([O:12][C:13]2[CH:18]=[CH:17][C:16]([O:19][CH3:20])=[C:15]([CH:21]([CH3:23])[CH3:22])[CH:14]=2)=[C:7]([Br:24])[CH:6]=1.[CH:26]([C:29]1[CH:30]=[C:31]([CH:35]=[CH:36][CH:37]=1)[C:32](Cl)=[O:33])([CH3:28])[CH3:27], predict the reaction product. (7) The product is: [F:1][C@H:2]1[C@@H:7]([O:8][S:29]([CH3:28])(=[O:31])=[O:30])[CH2:6][CH2:5][N:4]([C:9]([O:11][CH2:12][C:13]2[CH:18]=[CH:17][CH:16]=[CH:15][CH:14]=2)=[O:10])[CH2:3]1. Given the reactants [F:1][C@H:2]1[C@@H:7]([OH:8])[CH2:6][CH2:5][N:4]([C:9]([O:11][CH2:12][C:13]2[CH:18]=[CH:17][CH:16]=[CH:15][CH:14]=2)=[O:10])[CH2:3]1.CCN(C(C)C)C(C)C.[CH3:28][S:29](Cl)(=[O:31])=[O:30], predict the reaction product. (8) Given the reactants [F:1][C:2]1[CH:3]=[C:4]2[C:8](=[CH:9][CH:10]=1)[N:7](S(C1C=CC(C)=CC=1)(=O)=O)[CH:6]=[C:5]2[S:21]([N:24]1[CH2:29][CH2:28][O:27][CH2:26][CH2:25]1)(=[O:23])=[O:22].[OH-].[K+], predict the reaction product. The product is: [F:1][C:2]1[CH:3]=[C:4]2[C:8](=[CH:9][CH:10]=1)[NH:7][CH:6]=[C:5]2[S:21]([N:24]1[CH2:25][CH2:26][O:27][CH2:28][CH2:29]1)(=[O:22])=[O:23]. (9) The product is: [CH2:8]([C@H:10]1[C@@H:14]([OH:15])[C@H:13]([CH3:1])[C:12](=[O:16])[N:11]1[C:17]1[CH:24]=[CH:23][C:20]([C:21]#[N:22])=[C:19]([C:25]([F:28])([F:26])[F:27])[CH:18]=1)[CH3:9]. Given the reactants [CH:1](NC(C)C)(C)C.[CH2:8]([C@H:10]1[C@@H:14]([OH:15])[CH2:13][C:12](=[O:16])[N:11]1[C:17]1[CH:24]=[CH:23][C:20]([C:21]#[N:22])=[C:19]([C:25]([F:28])([F:27])[F:26])[CH:18]=1)[CH3:9].IC.[Cl-].[NH4+], predict the reaction product. (10) Given the reactants [CH:1]1([C@H:7]([NH:20][S@](C(C)(C)C)=O)[C:8]2[CH:13]=[CH:12][C:11]([P:14]([CH3:19])(=[O:18])[O:15][CH2:16][CH3:17])=[CH:10][CH:9]=2)[CH2:6][CH2:5][CH2:4][CH2:3][CH2:2]1.[ClH:27].O1CCOCC1, predict the reaction product. The product is: [ClH:27].[NH2:20][C@@H:7]([CH:1]1[CH2:6][CH2:5][CH2:4][CH2:3][CH2:2]1)[C:8]1[CH:9]=[CH:10][C:11]([P:14]([CH3:19])(=[O:18])[O:15][CH2:16][CH3:17])=[CH:12][CH:13]=1.